Dataset: Peptide-MHC class II binding affinity with 134,281 pairs from IEDB. Task: Regression. Given a peptide amino acid sequence and an MHC pseudo amino acid sequence, predict their binding affinity value. This is MHC class II binding data. The peptide sequence is DMFFATVGFALGVFV. The MHC is DRB3_0202 with pseudo-sequence DRB3_0202. The binding affinity (normalized) is 0.226.